From a dataset of hERG potassium channel inhibition data for cardiac toxicity prediction from Karim et al.. Regression/Classification. Given a drug SMILES string, predict its toxicity properties. Task type varies by dataset: regression for continuous values (e.g., LD50, hERG inhibition percentage) or binary classification for toxic/non-toxic outcomes (e.g., AMES mutagenicity, cardiotoxicity, hepatotoxicity). Dataset: herg_karim. (1) The molecule is CCCCc1ccc(S(=O)(=O)Nc2ccc3c(c2)CCN(Cc2ccn[nH]2)CC3)cc1. The result is 1 (blocker). (2) The drug is CCOC(=O)C1=C(CN2CCOCC2)NC(c2nccs2)=N[C@@H]1c1ccc(F)cc1Br. The result is 1 (blocker).